From a dataset of Reaction yield outcomes from USPTO patents with 853,638 reactions. Predict the reaction yield, written as a fraction of the theoretical maximum amount of product (1.0 means a 100% yield; for example, 0.34 means a 34% yield). The reactants are OC1C=C(N[C:9]2[N:14]=[C:13]([NH:15][C:16]3[CH:21]=[CH:20][CH:19]=[C:18]([OH:22])[CH:17]=3)[C:12]([F:23])=[CH:11][N:10]=2)C=CC=1.[OH:24][C:25]1[C:26]([CH3:32])=[C:27]([CH:29]=[CH:30][CH:31]=1)[NH2:28].Cl[C:34]1N=C(Cl)C(F)=CN=1. No catalyst specified. The product is [OH:24][C:25]1[C:26]([CH3:32])=[C:27]([NH:28][C:9]2[N:14]=[C:13]([NH:15][C:16]3[CH:21]=[CH:20][CH:19]=[C:18]([OH:22])[C:17]=3[CH3:34])[C:12]([F:23])=[CH:11][N:10]=2)[CH:29]=[CH:30][CH:31]=1. The yield is 0.880.